Dataset: Reaction yield outcomes from USPTO patents with 853,638 reactions. Task: Predict the reaction yield, written as a fraction of the theoretical maximum amount of product (1.0 means a 100% yield; for example, 0.34 means a 34% yield). (1) The reactants are [H-].[Na+].[CH3:3][N:4]([CH3:19])[CH:5]1[C:14]2[CH2:13][C:12](=[O:15])[CH:11]=[CH:10][C:9]3=[CH:16][NH:17][CH:18]=[C:7]([C:8]=23)[CH2:6]1.[C:20]1([S:26](Cl)(=[O:28])=[O:27])[CH:25]=[CH:24][CH:23]=[CH:22][CH:21]=1.[C:30](=[O:33])([O-:32])O.[Na+]. The catalyst is CN(C)C=O. The product is [C:12]([OH:15])(=[O:27])[C:30]([OH:32])=[O:33].[C:20]1([S:26]([N:17]2[CH:18]=[C:7]3[CH2:6][CH:5]([N:4]([CH3:19])[CH3:3])[C:14]4[CH2:13][C:12](=[O:15])[CH:11]=[CH:10][C:9]([C:8]=43)=[CH:16]2)(=[O:28])=[O:27])[CH:25]=[CH:24][CH:23]=[CH:22][CH:21]=1. The yield is 0.370. (2) The reactants are Cl.[NH2:2][CH2:3][C:4]1[CH:13]=[CH:12][C:7]([C:8]([O:10]C)=[O:9])=[CH:6][CH:5]=1.C(N(C(C)C)CC)(C)C.[C:23](N1C=CN=C1)([N:25]1C=CN=[CH:26]1)=[O:24].CN.[OH-].[Na+]. The catalyst is C(Cl)Cl.O. The product is [CH3:26][NH:25][C:23]([NH:2][CH2:3][C:4]1[CH:13]=[CH:12][C:7]([C:8]([OH:10])=[O:9])=[CH:6][CH:5]=1)=[O:24]. The yield is 0.820. (3) The reactants are Cl[CH2:2][C:3]1[CH:8]=[CH:7][C:6]([F:9])=[CH:5][C:4]=1[F:10].[B:11]1([B:11]2[O:15][C:14]([CH3:17])([CH3:16])[C:13]([CH3:19])([CH3:18])[O:12]2)[O:15][C:14]([CH3:17])([CH3:16])[C:13]([CH3:19])([CH3:18])[O:12]1.C([O-])(=O)C.[K+]. The catalyst is O1CCOCC1.C1C=CC(P(C2C=CC=CC=2)[C-]2C=CC=C2)=CC=1.C1C=CC(P(C2C=CC=CC=2)[C-]2C=CC=C2)=CC=1.Cl[Pd]Cl.[Fe+2]. The product is [F:10][C:4]1[CH:5]=[C:6]([F:9])[CH:7]=[CH:8][C:3]=1[CH2:2][B:11]1[O:15][C:14]([CH3:17])([CH3:16])[C:13]([CH3:19])([CH3:18])[O:12]1. The yield is 0.380. (4) The reactants are [NH:1]1[CH:5]=[CH:4][N:3]=[C:2]1[CH2:6][N:7]1[C:20](=[O:21])[C@H:19]([CH2:22][C:23](OC)=[O:24])[CH2:18][C:17]2[CH:16]=[C:15]([Cl:27])[C:14]3[NH:13][N:12]=[CH:11][C:10]=3[C:9]=2[CH2:8]1.O.[OH-].[Li+].[B-](F)(F)(F)F.CN(C(ON1N=NC2C1=CC=CC=2)=[N+](C)C)C.Cl.[O:54]=[C:55]1[N:64]([CH:65]2[CH2:70][CH2:69][NH:68][CH2:67][CH2:66]2)[CH2:63][C:62]2[C:57](=[CH:58][CH:59]=[CH:60][CH:61]=2)[NH:56]1. The catalyst is O.O1CCCC1.CO. The product is [NH:1]1[CH:5]=[CH:4][N:3]=[C:2]1[CH2:6][N:7]1[C:20](=[O:21])[C@H:19]([CH2:22][C:23](=[O:24])[N:68]2[CH2:67][CH2:66][CH:65]([N:64]3[CH2:63][C:62]4[C:57](=[CH:58][CH:59]=[CH:60][CH:61]=4)[NH:56][C:55]3=[O:54])[CH2:70][CH2:69]2)[CH2:18][C:17]2[CH:16]=[C:15]([Cl:27])[C:14]3[NH:13][N:12]=[CH:11][C:10]=3[C:9]=2[CH2:8]1. The yield is 0.280. (5) The reactants are [Br:1][C:2]1[C:11]([O:12]C)=[CH:10][CH:9]=[C:8]2[C:3]=1[CH:4]=[CH:5][C:6]([CH3:14])=[N:7]2. The catalyst is Br. The product is [Br:1][C:2]1[C:11]([OH:12])=[CH:10][CH:9]=[C:8]2[C:3]=1[CH:4]=[CH:5][C:6]([CH3:14])=[N:7]2. The yield is 0.920. (6) The reactants are [Br:1][C:2]1[CH:3]=[C:4]([C:9]([C:11]2[CH:12]=[N:13][CH:14]=[CH:15][CH:16]=2)=[O:10])[CH:5]=[C:6](Br)[CH:7]=1.B1(B2OC(C)(C)C(C)(C)O2)OC(C)(C)C(C)(C)[O:18]1.C([O-])(=O)C.[K+].OOS([O-])=O.[K+]. The catalyst is C1C=CC(P(C2C=CC=CC=2)[C-]2C=CC=C2)=CC=1.C1C=CC(P(C2C=CC=CC=2)[C-]2C=CC=C2)=CC=1.Cl[Pd]Cl.[Fe+2].CS(C)=O.C(Cl)Cl. The product is [Br:1][C:2]1[CH:3]=[C:4]([C:9]([C:11]2[CH:12]=[N:13][CH:14]=[CH:15][CH:16]=2)=[O:10])[CH:5]=[C:6]([OH:18])[CH:7]=1. The yield is 0.570. (7) The reactants are ClC(O[C:6](Cl)=[O:7])(Cl)Cl.[N:9]1[C:18]2[C:13](=CC=CC=2)[CH:12]=[CH:11]C=1.[F:19][C:20]1[CH:53]=[C:52]([F:54])[C:51]([F:55])=[CH:50][C:21]=1[CH2:22][O:23][CH2:24][C@@H:25]1[CH2:29][C@@H:28]([S:30][C:31]([C:44]2[CH:49]=[CH:48][CH:47]=[CH:46][CH:45]=2)([C:38]2[CH:43]=[CH:42][CH:41]=[CH:40][CH:39]=2)[C:32]2[CH:37]=[CH:36][CH:35]=[CH:34][CH:33]=2)[CH2:27][NH:26]1.N1CCCC1. The catalyst is C(Cl)Cl. The product is [N:9]1([C:6]([N:26]2[CH2:27][C@H:28]([S:30][C:31]([C:38]3[CH:43]=[CH:42][CH:41]=[CH:40][CH:39]=3)([C:32]3[CH:33]=[CH:34][CH:35]=[CH:36][CH:37]=3)[C:44]3[CH:45]=[CH:46][CH:47]=[CH:48][CH:49]=3)[CH2:29][C@H:25]2[CH2:24][O:23][CH2:22][C:21]2[CH:50]=[C:51]([F:55])[C:52]([F:54])=[CH:53][C:20]=2[F:19])=[O:7])[CH2:11][CH2:12][CH2:13][CH2:18]1. The yield is 0.590. (8) The reactants are C([O:4][CH2:5][C:6]1[C:7]([N:39]2[CH2:51][CH2:50][N:42]3[C:43]4[CH2:44][CH2:45][CH2:46][CH2:47][C:48]=4[CH:49]=[C:41]3[C:40]2=[O:52])=[N:8][CH:9]=[CH:10][C:11]=1[C:12]1[CH:17]=[C:16]([NH:18][C:19]2[CH:24]=[CH:23][C:22]([N:25]3[CH:30]4[CH2:31][CH2:32][CH:26]3[CH2:27][N:28]([CH:33]3[CH2:36][O:35][CH2:34]3)[CH2:29]4)=[CH:21][N:20]=2)[C:15](=[O:37])[N:14]([CH3:38])[CH:13]=1)(=O)C.[OH-].[Li+]. The catalyst is C(O)(C)C.C1COCC1.O. The product is [OH:4][CH2:5][C:6]1[C:7]([N:39]2[CH2:51][CH2:50][N:42]3[C:43]4[CH2:44][CH2:45][CH2:46][CH2:47][C:48]=4[CH:49]=[C:41]3[C:40]2=[O:52])=[N:8][CH:9]=[CH:10][C:11]=1[C:12]1[CH:17]=[C:16]([NH:18][C:19]2[CH:24]=[CH:23][C:22]([N:25]3[C@@H:30]4[CH2:31][CH2:32][C@H:26]3[CH2:27][N:28]([CH:33]3[CH2:36][O:35][CH2:34]3)[CH2:29]4)=[CH:21][N:20]=2)[C:15](=[O:37])[N:14]([CH3:38])[CH:13]=1. The yield is 0.710.